Dataset: Forward reaction prediction with 1.9M reactions from USPTO patents (1976-2016). Task: Predict the product of the given reaction. (1) Given the reactants [Cl:1]N1C(=O)CCC1=O.[CH3:9][C:10]1[NH:14][C:13]([C:15]([O:17][CH2:18][CH3:19])=[O:16])=[CH:12][CH:11]=1.[OH-].[Na+], predict the reaction product. The product is: [Cl:1][C:11]1[CH:12]=[C:13]([C:15]([O:17][CH2:18][CH3:19])=[O:16])[NH:14][C:10]=1[CH3:9]. (2) Given the reactants [CH3:1][O:2][C:3](=[O:26])[C@H:4]([NH:6][C:7](=[O:25])[C@@H:8]([NH:17]C(OC(C)(C)C)=O)[CH2:9][C:10]1[N:11]([CH3:16])[N:12]=[C:13]([CH3:15])[CH:14]=1)[CH3:5].[ClH:27], predict the reaction product. The product is: [ClH:27].[CH3:1][O:2][C:3](=[O:26])[C@H:4]([NH:6][C:7](=[O:25])[C@@H:8]([NH2:17])[CH2:9][C:10]1[N:11]([CH3:16])[N:12]=[C:13]([CH3:15])[CH:14]=1)[CH3:5].